This data is from Catalyst prediction with 721,799 reactions and 888 catalyst types from USPTO. The task is: Predict which catalyst facilitates the given reaction. (1) Reactant: C(OC=C)(=O)C.CCCC[Sn](Cl)(O[Sn](Cl)(C[CH2:23][CH2:24][CH3:25])CCCC)CCCC.[C:28]([O:31][CH2:32][C:33]1[CH:34]=[CH:35][C:36]([CH2:40][C:41]2[CH:46]=[CH:45][C:44](OC)=[CH:43][CH:42]=2)=[C:37]([OH:39])[CH:38]=1)(=[O:30])[CH3:29]. Product: [C:28]([O:31][CH2:32][C:33]1[CH:34]=[CH:35][C:36]([CH2:40][C:41]2[CH:42]=[CH:43][C:44]([CH:23]3[CH2:24][CH2:25]3)=[CH:45][CH:46]=2)=[C:37]([OH:39])[CH:38]=1)(=[O:30])[CH3:29]. The catalyst class is: 7. (2) Reactant: [Br:1][CH:2]([CH2:6][CH:7]1[CH2:12][CH2:11][CH2:10][CH2:9][CH2:8]1)[C:3](Cl)=[O:4].[NH2:13][C:14]1[S:15][CH:16]=[C:17]([CH2:19][C:20]([O:22][CH2:23][CH3:24])=[O:21])[N:18]=1. Product: [CH2:23]([O:22][C:20](=[O:21])[CH2:19][C:17]1[N:18]=[C:14]([NH:13][C:3](=[O:4])[CH:2]([Br:1])[CH2:6][CH:7]2[CH2:12][CH2:11][CH2:10][CH2:9][CH2:8]2)[S:15][CH:16]=1)[CH3:24]. The catalyst class is: 1.